From a dataset of Serine/threonine kinase 33 screen with 319,792 compounds. Binary Classification. Given a drug SMILES string, predict its activity (active/inactive) in a high-throughput screening assay against a specified biological target. (1) The drug is S=c1n(c2c([nH]1)cccc2)CC(=O)Nc1ccc(cc1)C. The result is 0 (inactive). (2) The drug is O=C/1N(CCCC)C(=O)NC(=O)C1=C(\NCc1occc1)CC. The result is 0 (inactive). (3) The drug is o1c2c(N3CCN(CC3)CCO)nc(nc2c2c1cccc2)c1ccccc1. The result is 0 (inactive). (4) The molecule is s1c2CC(CCc2c2c1nc(SCC(=O)N(CC)CC)nc2N)C. The result is 0 (inactive). (5) The compound is Clc1sc(S(=O)(=O)Nc2c(ccc(F)c2)C)cc1. The result is 0 (inactive). (6) The molecule is Oc1c(Cn2nnc3c2cccc3)cc(cc1)C. The result is 0 (inactive). (7) The molecule is S1c2c(N(c3c1cccc3)C(=O)NC=1SCC(=O)N1)cccc2. The result is 0 (inactive).